Dataset: Full USPTO retrosynthesis dataset with 1.9M reactions from patents (1976-2016). Task: Predict the reactants needed to synthesize the given product. (1) Given the product [CH2:1]([N:8]1[CH2:13][CH2:12][N:11]([C:14]([C:16]2[CH:20]=[C:19]([CH3:21])[N:18]([C:22]3[CH:27]=[CH:26][CH:25]=[CH:24][CH:23]=3)[C:17]=2[C:28]2[CH:29]=[CH:30][CH:31]=[CH:32][CH:33]=2)=[O:15])[C@H:10]([CH2:34][C:35]2[CH:40]=[CH:39][C:38]([O:41][CH2:43][C:44]([O:46][CH2:47][CH3:48])=[O:45])=[CH:37][CH:36]=2)[CH2:9]1)[C:2]1[CH:3]=[CH:4][CH:5]=[CH:6][CH:7]=1, predict the reactants needed to synthesize it. The reactants are: [CH2:1]([N:8]1[CH2:13][CH2:12][N:11]([C:14]([C:16]2[CH:20]=[C:19]([CH3:21])[N:18]([C:22]3[CH:27]=[CH:26][CH:25]=[CH:24][CH:23]=3)[C:17]=2[C:28]2[CH:33]=[CH:32][CH:31]=[CH:30][CH:29]=2)=[O:15])[C@H:10]([CH2:34][C:35]2[CH:40]=[CH:39][C:38]([OH:41])=[CH:37][CH:36]=2)[CH2:9]1)[C:2]1[CH:7]=[CH:6][CH:5]=[CH:4][CH:3]=1.Br[CH2:43][C:44]([O:46][CH2:47][CH3:48])=[O:45].CN(C=O)C.C(=O)([O-])[O-].[K+].[K+]. (2) The reactants are: [CH3:1][O:2][C:3](=[O:12])[C:4]1[CH:9]=[C:8]([F:10])[CH:7]=[CH:6][C:5]=1[NH2:11].[Br:13][C:14]1[CH:15]=[C:16]([CH:19]=[CH:20][CH:21]=1)[CH:17]=O. Given the product [CH3:1][O:2][C:3](=[O:12])[C:4]1[CH:9]=[C:8]([F:10])[CH:7]=[CH:6][C:5]=1[N:11]=[CH:17][C:16]1[CH:19]=[CH:20][CH:21]=[C:14]([Br:13])[CH:15]=1, predict the reactants needed to synthesize it. (3) Given the product [CH3:16][NH:17][C:12]([C:8]1[CH:9]=[C:10]([CH3:11])[C:5]2[N:6]([C:2]([NH2:1])=[N:3][N:4]=2)[N:7]=1)=[O:14], predict the reactants needed to synthesize it. The reactants are: [NH2:1][C:2]1[N:6]2[N:7]=[C:8]([C:12]([O:14]C)=O)[CH:9]=[C:10]([CH3:11])[C:5]2=[N:4][N:3]=1.[CH3:16][NH:17]C.